From a dataset of Reaction yield outcomes from USPTO patents with 853,638 reactions. Predict the reaction yield, written as a fraction of the theoretical maximum amount of product (1.0 means a 100% yield; for example, 0.34 means a 34% yield). (1) The reactants are [O:1]1[C:5]([C:6]2[CH:11]=[CH:10][N:9]=[C:8]([NH2:12])[CH:7]=2)=[CH:4][N:3]=[CH:2]1.N1C=CC=CC=1.Cl[C:20]([O:22][C:23]1[CH:28]=[CH:27][CH:26]=[CH:25][CH:24]=1)=[O:21].O. The catalyst is ClCCl. The product is [O:1]1[C:5]([C:6]2[CH:11]=[CH:10][N:9]=[C:8]([NH:12][C:20](=[O:21])[O:22][C:23]3[CH:28]=[CH:27][CH:26]=[CH:25][CH:24]=3)[CH:7]=2)=[CH:4][N:3]=[CH:2]1. The yield is 0.630. (2) The reactants are Br[C:2]1[CH:7]=[CH:6][C:5]([CH3:8])=[CH:4][C:3]=1[N+:9]([O-:11])=[O:10].[C:12]1(B(O)O)[CH:17]=[CH:16][CH:15]=[CH:14][CH:13]=1.CCCCCCCCCCC. The catalyst is C1(C)C=CC=CC=1. The product is [CH3:8][C:5]1[CH:6]=[CH:7][C:2]([C:12]2[CH:17]=[CH:16][CH:15]=[CH:14][CH:13]=2)=[C:3]([N+:9]([O-:11])=[O:10])[CH:4]=1. The yield is 1.00. (3) The reactants are C(OC([NH:8][C:9]1[CH:14]=[CH:13][C:12](B(O)O)=[CH:11][CH:10]=1)=O)(C)(C)C.Br[C:19]1[CH:20]=[C:21]([C:26]#[N:27])[C:22]([NH2:25])=[N:23][CH:24]=1.C(=O)([O-])[O-].[Na+].[Na+]. The catalyst is [Pd].C1(P(C2C=CC=CC=2)C2C=CC=CC=2)C=CC=CC=1.C1(P(C2C=CC=CC=2)C2C=CC=CC=2)C=CC=CC=1.C1(P(C2C=CC=CC=2)C2C=CC=CC=2)C=CC=CC=1.C1(P(C2C=CC=CC=2)C2C=CC=CC=2)C=CC=CC=1.O1CCOCC1. The product is [NH2:25][C:22]1[N:23]=[CH:24][C:19]([C:12]2[CH:11]=[CH:10][C:9]([NH2:8])=[CH:14][CH:13]=2)=[CH:20][C:21]=1[C:26]#[N:27]. The yield is 0.710. (4) The reactants are [CH3:1][NH2:2].C[Al](C)C.[CH3:7][S:8][C:9]1[S:10][C:11]2[CH:17]=[C:16]([CH2:18][N:19]3[CH:23]=[C:22]([C:24]([O-:26])=O)[N:21]=[CH:20]3)[CH:15]=[CH:14][C:12]=2[N:13]=1. The catalyst is C1COCC1.C1(C)C=CC=CC=1.ClCCCl. The product is [CH3:1][NH:2][C:24]([C:22]1[N:21]=[CH:20][N:19]([CH2:18][C:16]2[CH:15]=[CH:14][C:12]3[N:13]=[C:9]([S:8][CH3:7])[S:10][C:11]=3[CH:17]=2)[CH:23]=1)=[O:26]. The yield is 0.580. (5) The reactants are CN(CC(C1(O)CCCCC1)C1C=CC([OH:12])=CC=1)C.CC(C)=O.[C:24]([OH:31])(=[O:30])[CH2:25][CH2:26][C:27]([OH:29])=[O:28]. The catalyst is O. The product is [OH2:12].[C:24]([OH:31])(=[O:30])[CH2:25][CH2:26][C:27]([OH:29])=[O:28]. The yield is 0.787.